From a dataset of Full USPTO retrosynthesis dataset with 1.9M reactions from patents (1976-2016). Predict the reactants needed to synthesize the given product. Given the product [C:1]1([NH:7][C:8]([C:10]2[C:18]3[C:17]4[CH:19]=[C:20]([NH:23][C:26](=[O:28])[CH3:27])[CH:21]=[CH:22][C:16]=4[O:15][C:14]=3[C:13]([O:24][CH3:25])=[CH:12][CH:11]=2)=[O:9])[CH:6]=[CH:5][CH:4]=[CH:3][CH:2]=1, predict the reactants needed to synthesize it. The reactants are: [C:1]1([NH:7][C:8]([C:10]2[C:18]3[C:17]4[CH:19]=[C:20]([NH2:23])[CH:21]=[CH:22][C:16]=4[O:15][C:14]=3[C:13]([O:24][CH3:25])=[CH:12][CH:11]=2)=[O:9])[CH:6]=[CH:5][CH:4]=[CH:3][CH:2]=1.[C:26](Cl)(=[O:28])[CH3:27].N1C=CC=CC=1.